From a dataset of Forward reaction prediction with 1.9M reactions from USPTO patents (1976-2016). Predict the product of the given reaction. Given the reactants [CH3:1][O:2][C:3]1[CH:4]=[C:5]([C:9]2[CH:17]=[C:16]3[C:12]([CH2:13][C:14](=[O:18])[NH:15]3)=[CH:11][CH:10]=2)[CH:6]=[CH:7][CH:8]=1.[CH3:19][N:20]([CH3:35])[CH2:21][CH2:22][NH:23][C:24]([C:26]1[C:30]([CH3:31])=[C:29]([CH:32]=O)[NH:28][C:27]=1[CH3:34])=[O:25], predict the reaction product. The product is: [CH3:19][N:20]([CH3:35])[CH2:21][CH2:22][NH:23][C:24]([C:26]1[C:30]([CH3:31])=[C:29]([CH:32]=[C:13]2[C:12]3[C:16](=[CH:17][C:9]([C:5]4[CH:6]=[CH:7][CH:8]=[C:3]([O:2][CH3:1])[CH:4]=4)=[CH:10][CH:11]=3)[NH:15][C:14]2=[O:18])[NH:28][C:27]=1[CH3:34])=[O:25].